This data is from Retrosynthesis with 50K atom-mapped reactions and 10 reaction types from USPTO. The task is: Predict the reactants needed to synthesize the given product. Given the product C[C@@H](CO)NS(=O)(=O)c1ccccc1-c1ccc(-c2cnc3[nH]ccc3c2)c(F)c1, predict the reactants needed to synthesize it. The reactants are: CC1(C)OB(c2ccc(-c3cnc4[nH]ccc4c3)c(F)c2)OC1(C)C.C[C@@H](CO)NS(=O)(=O)c1ccccc1Br.